From a dataset of Experimentally validated miRNA-target interactions with 360,000+ pairs, plus equal number of negative samples. Binary Classification. Given a miRNA mature sequence and a target amino acid sequence, predict their likelihood of interaction. (1) The miRNA is hsa-miR-3689c with sequence CUGGGAGGUGUGAUAUUGUGGU. The protein sequence of the target gene is MSGSTQPVAQTWRATEPRYPPHSLSYPVQIARTHTDVGLLEYQHHSRDYASHLSPGSIIQPQRRRPSLLSEFQPGNERSQELHLRPESHSYLPELGKSEMEFIESKRPRLELLPDPLLRPSPLLATGQPAGSEDLTKDRSLTGKLEPVSPPSPPHTDPELELVPPRLSKEELIQNMDRVDREITMVEQQISKLKKKQQQLEEEAAKPPEPEKPVSPPPIESKHRSLVQIIYDENRKKAEAAHRILEGLGPQVELPLYNQPSDTRQYHENIKINQAMRKKLILYFKRRNHARKQWEQKFCQ.... Result: 1 (interaction). (2) The miRNA is mmu-miR-466d-5p with sequence UGUGUGUGCGUACAUGUACAUG. The protein sequence of the target gene is MEMASSAGSWLSGCLIPLVFLRLSVHVSGHAGDAGKFHVALLGGTAELLCPLSLWPGTVPKEVRWLRSPFPQRSQAVHIFRDGKDQDEDLMPEYKGRTVLVRDAQEGSVTLQILDVRLEDQGSYRCLIQVGNLSKEDTVILQVAAPSVGSLSPSAVALAVILPVLVLLIMVCLCLIWKQRRAKEKLLYEHVTEVDNLLSDHAKEKGKLHKAVKKLRSELKLKRAAANSGWRRARLHFVAVTLDPDTAHPKLILSEDQRCVRLGDRRQPVPDNPQRFDFVVSILGSEYFTTGCHYWEVYVG.... Result: 0 (no interaction). (3) The miRNA is osa-miR160a-5p with sequence UGCCUGGCUCCCUGUAUGCCA. The protein sequence of the target gene is MAAALQVLPRLARAPLHPLLWRGSVARLASSMALAEQARQLFESAVGAVLPGPMLHRALSLDPGGRQLKVRDRNFQLRQNLYLVGFGKAVLGMAAAAEELLGQHLVQGVISVPKGIRAAMERAGKQEMLLKPHSRVQVFEGAEDNLPDRDALRAALAIQQLAEGLTADDLLLVLISGGGSALLPAPIPPVTLEEKQTLTRLLAARGATIQELNTIRKALSQLKGGGLAQAAYPAQVVSLILSDVVGDPVEVIASGPTVASSHNVQDCLHILNRYGLRAALPRSVKTVLSRADSDPHGPHT.... Result: 0 (no interaction).